Task: Predict the reactants needed to synthesize the given product.. Dataset: Full USPTO retrosynthesis dataset with 1.9M reactions from patents (1976-2016) (1) The reactants are: [CH3:1][N:2]([CH2:4][CH2:5][CH:6]([C:15]1[CH:20]=[CH:19][CH:18]=[CH:17][CH:16]=1)[O:7][C:8]1[CH:13]=[CH:12][CH:11]=[CH:10][C:9]=1[CH3:14])C.C1(C)C=CC=CC=1.Cl[C:29]([O:31][C:32]1[CH:37]=[CH:36][CH:35]=[CH:34][CH:33]=1)=[O:30]. Given the product [CH3:1][N:2]([CH2:4][CH2:5][CH:6]([O:7][C:8]1[CH:13]=[CH:12][CH:11]=[CH:10][C:9]=1[CH3:14])[C:15]1[CH:20]=[CH:19][CH:18]=[CH:17][CH:16]=1)[C:29](=[O:30])[O:31][C:32]1[CH:37]=[CH:36][CH:35]=[CH:34][CH:33]=1, predict the reactants needed to synthesize it. (2) Given the product [CH3:1][O:2][C:3]1[CH:12]=[C:11]([CH2:13][N:14]2[CH2:20][C:19]3[CH:21]=[C:22]([O:25][CH3:26])[CH:23]=[N:24][C:18]=3[S:17][CH2:16][CH2:15]2)[CH:10]=[CH:9][C:4]=1[C:5]([OH:7])=[O:6], predict the reactants needed to synthesize it. The reactants are: [CH3:1][O:2][C:3]1[CH:12]=[C:11]([CH2:13][N:14]2[CH2:20][C:19]3[CH:21]=[C:22]([O:25][CH3:26])[CH:23]=[N:24][C:18]=3[S:17][CH2:16][CH2:15]2)[CH:10]=[CH:9][C:4]=1[C:5]([O:7]C)=[O:6].[OH-].[Li+].CO.C1COCC1. (3) Given the product [Br:15][C:16]1[CH:17]=[CH:18][C:19]2[N:20]([CH:22]=[C:23]([C:25]3[CH:30]=[CH:29][C:28]([O:1][CH2:2][CH2:3][O:4][S:5]([C:8]4[CH:13]=[CH:12][C:11]([CH3:14])=[CH:10][CH:9]=4)(=[O:7])=[O:6])=[CH:27][CH:26]=3)[N:24]=2)[CH:21]=1, predict the reactants needed to synthesize it. The reactants are: [OH:1][CH2:2][CH2:3][O:4][S:5]([C:8]1[CH:13]=[CH:12][C:11]([CH3:14])=[CH:10][CH:9]=1)(=[O:7])=[O:6].[Br:15][C:16]1[CH:17]=[CH:18][C:19]2[N:20]([CH:22]=[C:23]([C:25]3[CH:30]=[CH:29][C:28](O)=[CH:27][CH:26]=3)[N:24]=2)[CH:21]=1.C1(P(C2C=CC=CC=2)C2C=CC=CC=2)C=CC=CC=1.CC(OC(/N=N/C(OC(C)C)=O)=O)C. (4) Given the product [Br:1][C:2]1[CH:3]=[C:4]2[C:8](=[CH:9][C:10]=1[NH2:11])[NH:7][C:6]([C:14]([O:16][CH2:17][CH3:18])=[O:15])=[C:5]2[S:19]([N:22]1[CH2:23][CH2:24][O:25][CH2:26][CH2:27]1)(=[O:20])=[O:21], predict the reactants needed to synthesize it. The reactants are: [Br:1][C:2]1[CH:3]=[C:4]2[C:8](=[CH:9][C:10]=1[N+:11]([O-])=O)[NH:7][C:6]([C:14]([O:16][CH2:17][CH3:18])=[O:15])=[C:5]2[S:19]([N:22]1[CH2:27][CH2:26][O:25][CH2:24][CH2:23]1)(=[O:21])=[O:20].Cl. (5) The reactants are: C(OC(=O)[N:7]([CH2:17][CH:18]=[CH:19][C:20]1[CH:25]=[CH:24][C:23]([Cl:26])=[CH:22][CH:21]=1)[CH2:8][C:9]1[CH:14]=[CH:13][C:12]([F:15])=[C:11]([F:16])[CH:10]=1)(C)(C)C.C([O-])([O-])=O.[K+].[K+]. Given the product [Cl:26][C:23]1[CH:22]=[CH:21][C:20]([CH:19]=[CH:18][CH2:17][NH:7][CH2:8][C:9]2[CH:14]=[CH:13][C:12]([F:15])=[C:11]([F:16])[CH:10]=2)=[CH:25][CH:24]=1, predict the reactants needed to synthesize it. (6) The reactants are: [ClH:1].[CH2:2]1[C@@H:6]2[CH2:7][C:8](=[O:9])[N:5]2[CH:4]=[CH:3]1. Given the product [OH2:9].[OH2:9].[OH2:9].[ClH:1].[CH2:2]1[C@@H:6]2[CH2:7][C:8](=[O:9])[N:5]2[CH:4]=[CH:3]1, predict the reactants needed to synthesize it. (7) Given the product [Cl:1][C:2]1[C:3]2[S:16][CH:15]=[C:14]([N+:17]([O-:19])=[O:18])[C:4]=2[N:5]=[C:6]([C:8]2[CH:13]=[CH:12][N:11]=[CH:10][CH:9]=2)[N:7]=1, predict the reactants needed to synthesize it. The reactants are: [Cl:1][C:2]1[C:3]2[S:16][CH:15]=[CH:14][C:4]=2[N:5]=[C:6]([C:8]2[CH:13]=[CH:12][N:11]=[CH:10][CH:9]=2)[N:7]=1.[N+:17]([O-])([OH:19])=[O:18]. (8) Given the product [C:1]([O:5][C:6]([N:8]1[CH2:9][CH2:10][CH:11]([CH2:14][O:15][CH2:16][CH:17]([NH:25][C:36]([C:32]2[CH:31]=[C:30]3[C:35]([C:27]([Cl:26])=[CH:28][NH:29]3)=[CH:34][CH:33]=2)=[O:37])[C:18]2[CH:23]=[CH:22][CH:21]=[CH:20][C:19]=2[Cl:24])[CH2:12][CH2:13]1)=[O:7])([CH3:4])([CH3:2])[CH3:3], predict the reactants needed to synthesize it. The reactants are: [C:1]([O:5][C:6]([N:8]1[CH2:13][CH2:12][CH:11]([CH2:14][O:15][CH2:16][CH:17]([NH2:25])[C:18]2[CH:23]=[CH:22][CH:21]=[CH:20][C:19]=2[Cl:24])[CH2:10][CH2:9]1)=[O:7])([CH3:4])([CH3:3])[CH3:2].[Cl:26][C:27]1[C:35]2[C:30](=[CH:31][C:32]([C:36](O)=[O:37])=[CH:33][CH:34]=2)[NH:29][CH:28]=1. (9) Given the product [C:1]([O:5][C:6]([N:8]1[CH2:9][CH2:10][CH:11]([C:14](=[O:16])[NH:31][C:23]2[CH:24]=[CH:25][C:26]([CH:28]([CH3:29])[CH3:30])=[CH:27][C:22]=2[Br:21])[CH2:12][CH2:13]1)=[O:7])([CH3:2])([CH3:3])[CH3:4], predict the reactants needed to synthesize it. The reactants are: [C:1]([O:5][C:6]([N:8]1[CH2:13][CH2:12][CH:11]([C:14]([OH:16])=O)[CH2:10][CH2:9]1)=[O:7])([CH3:4])([CH3:3])[CH3:2].S(Cl)(Cl)=O.[Br:21][C:22]1[CH:27]=[C:26]([CH:28]([CH3:30])[CH3:29])[CH:25]=[CH:24][C:23]=1[NH2:31].C(N(CC)CC)C. (10) Given the product [N:12]12[CH2:20][CH2:19][CH:16]([CH2:17][CH2:18]1)[N:15]([C:1]([C:2]1[CH:3]=[CH:4][CH:5]=[CH:6][CH:7]=1)=[O:9])[CH2:14][CH2:13]2, predict the reactants needed to synthesize it. The reactants are: [C:1]([OH:9])(=O)[C:2]1[CH:7]=[CH:6][CH:5]=[CH:4][CH:3]=1.Cl.Cl.[N:12]12[CH2:20][CH2:19][CH:16]([CH2:17][CH2:18]1)[NH:15][CH2:14][CH2:13]2.O.ON1C2C=CC=CC=2N=N1.F[B-](F)(F)F.N1(OC(N(C)C)=[N+](C)C)C2C=CC=CC=2N=N1.C(N(C(C)C)CC)(C)C.[OH-].[Na+].